From a dataset of Forward reaction prediction with 1.9M reactions from USPTO patents (1976-2016). Predict the product of the given reaction. (1) Given the reactants [CH3:1][C:2]1[CH:3]=[C:4]([CH:8]=[CH:9][CH:10]=1)[C:5]([OH:7])=O.CN(C(ON1N=NC2C=CC=CC1=2)=[N+](C)C)C.[B-](F)(F)(F)F.CCN(C(C)C)C(C)C.[NH2:42][CH2:43][C@@H:44]1[CH2:48][CH2:47][CH2:46][N:45]1[C:49]([C:51]1[N:52]=[C:53]([CH:63]2[CH2:65][CH2:64]2)[S:54][C:55]=1[C:56]1[CH:61]=[CH:60][C:59]([F:62])=[CH:58][CH:57]=1)=[O:50], predict the reaction product. The product is: [CH:63]1([C:53]2[S:54][C:55]([C:56]3[CH:61]=[CH:60][C:59]([F:62])=[CH:58][CH:57]=3)=[C:51]([C:49]([N:45]3[CH2:46][CH2:47][CH2:48][C@H:44]3[CH2:43][NH:42][C:5](=[O:7])[C:4]3[CH:8]=[CH:9][CH:10]=[C:2]([CH3:1])[CH:3]=3)=[O:50])[N:52]=2)[CH2:65][CH2:64]1. (2) The product is: [NH2:1][C:2]1[C:7]([C:8]#[N:9])=[C:6]([O:10][CH2:11][CH3:12])[N:5]=[C:4]([C:13]([NH:50][CH2:49][C:47]2[S:48][C:44]([C:39]3[CH:40]=[CH:41][CH:42]=[CH:43][N:38]=3)=[CH:45][CH:46]=2)=[O:15])[CH:3]=1. Given the reactants [NH2:1][C:2]1[C:7]([C:8]#[N:9])=[C:6]([O:10][CH2:11][CH3:12])[N:5]=[C:4]([C:13]([OH:15])=O)[CH:3]=1.F[B-](F)(F)F.N1(OC(N(C)C)=[N+](C)C)C2C=CC=CC=2N=N1.[N:38]1[CH:43]=[CH:42][CH:41]=[CH:40][C:39]=1[C:44]1[S:48][C:47]([CH2:49][NH2:50])=[CH:46][CH:45]=1.C(N(C(C)C)CC)(C)C, predict the reaction product. (3) Given the reactants CN(C)/[CH:3]=[CH:4]/[C:5]([C:7]1[N:11]2[CH:12]=[CH:13][CH:14]=[CH:15][C:10]2=[N:9][CH:8]=1)=O.[NH2:17][C:18]([NH2:20])=[S:19].[CH3:21][O-].[Na+].CI, predict the reaction product. The product is: [CH3:21][S:19][C:18]1[N:20]=[C:5]([C:7]2[N:11]3[CH:12]=[CH:13][CH:14]=[CH:15][C:10]3=[N:9][CH:8]=2)[CH:4]=[CH:3][N:17]=1. (4) Given the reactants [Cl:1][C:2]1[CH:7]=[CH:6][C:5]([CH:8]2[CH2:12][NH:11][CH2:10][CH:9]2[N:13]([CH3:28])[C:14](=[O:27])[C:15]2[CH:20]=[CH:19][C:18]([O:21][CH3:22])=[C:17]([C:23]([F:26])([F:25])[F:24])[CH:16]=2)=[CH:4][CH:3]=1.[CH:29]([O:32][C:33]1[CH:41]=[CH:40][C:36]([C:37](O)=[O:38])=[CH:35][CH:34]=1)([CH3:31])[CH3:30], predict the reaction product. The product is: [Cl:1][C:2]1[CH:3]=[CH:4][C:5]([CH:8]2[CH2:12][N:11]([C:37](=[O:38])[C:36]3[CH:35]=[CH:34][C:33]([O:32][CH:29]([CH3:30])[CH3:31])=[CH:41][CH:40]=3)[CH2:10][CH:9]2[N:13]([CH3:28])[C:14](=[O:27])[C:15]2[CH:20]=[CH:19][C:18]([O:21][CH3:22])=[C:17]([C:23]([F:24])([F:25])[F:26])[CH:16]=2)=[CH:6][CH:7]=1. (5) Given the reactants Cl[C:2]1[C:7]([Cl:8])=[N:6][CH:5]=[CH:4][N:3]=1.[O:9]1[CH2:14][CH2:13][CH:12]([C:15]#[N:16])[CH2:11][CH2:10]1.[Li+].C[Si]([N-][Si](C)(C)C)(C)C, predict the reaction product. The product is: [Cl:8][C:7]1[C:2]([C:12]2([C:15]#[N:16])[CH2:13][CH2:14][O:9][CH2:10][CH2:11]2)=[N:3][CH:4]=[CH:5][N:6]=1.